Dataset: Full USPTO retrosynthesis dataset with 1.9M reactions from patents (1976-2016). Task: Predict the reactants needed to synthesize the given product. The reactants are: [F:1][C:2]1[CH:7]=[CH:6][C:5]([N:8]=[C:9]=[O:10])=[CH:4][CH:3]=1.[C:11](OC)(=[O:14])[CH2:12][SH:13].C(N(CC)CC)C. Given the product [F:1][C:2]1[CH:7]=[CH:6][C:5]([N:8]2[C:11](=[O:14])[CH2:12][S:13][C:9]2=[O:10])=[CH:4][CH:3]=1, predict the reactants needed to synthesize it.